From a dataset of Catalyst prediction with 721,799 reactions and 888 catalyst types from USPTO. Predict which catalyst facilitates the given reaction. (1) Reactant: [CH2:1]([C:3]1[CH:12]=[C:11]([C:13]2[S:14][CH:15]=[CH:16][N:17]=2)[CH:10]=[CH:9][C:4]=1[C:5]([O:7]C)=[O:6])[CH3:2].[OH-].[K+].O. Product: [CH2:1]([C:3]1[CH:12]=[C:11]([C:13]2[S:14][CH:15]=[CH:16][N:17]=2)[CH:10]=[CH:9][C:4]=1[C:5]([OH:7])=[O:6])[CH3:2]. The catalyst class is: 5. (2) Reactant: [Br:1][C:2]1[CH:16]=[CH:15][C:14]([C:17]2[CH2:21][C:20]([C:26]3[CH:31]=[C:30]([Cl:32])[C:29]([Cl:33])=[C:28]([Cl:34])[CH:27]=3)([C:22]([F:25])([F:24])[F:23])[O:19][N:18]=2)=[CH:13][C:3]=1[CH2:4][NH:5]C(=O)OC(C)(C)C.C(O)(C(F)(F)F)=O. Product: [Br:1][C:2]1[CH:16]=[CH:15][C:14]([C:17]2[CH2:21][C:20]([C:26]3[CH:31]=[C:30]([Cl:32])[C:29]([Cl:33])=[C:28]([Cl:34])[CH:27]=3)([C:22]([F:25])([F:23])[F:24])[O:19][N:18]=2)=[CH:13][C:3]=1[CH2:4][NH2:5]. The catalyst class is: 2. (3) Reactant: [CH:1]1([C:4]2[N:5]=[N:6][N:7]([C:9]3[CH:14]=[CH:13][C:12]([S:15]([NH:18][C:19]4[C:28]([F:29])=[CH:27][C:22]([C:23]([O:25]C)=[O:24])=[C:21]([F:30])[CH:20]=4)(=[O:17])=[O:16])=[CH:11][CH:10]=3)[CH:8]=2)[CH2:3][CH2:2]1.[OH-].[Li+].Cl. Product: [CH:1]1([C:4]2[N:5]=[N:6][N:7]([C:9]3[CH:14]=[CH:13][C:12]([S:15]([NH:18][C:19]4[C:28]([F:29])=[CH:27][C:22]([C:23]([OH:25])=[O:24])=[C:21]([F:30])[CH:20]=4)(=[O:16])=[O:17])=[CH:11][CH:10]=3)[CH:8]=2)[CH2:2][CH2:3]1. The catalyst class is: 5. (4) Reactant: C(OC([N:8]1[CH2:12][CH2:11][CH2:10][C:9]1([CH2:31][CH2:32][CH2:33][CH3:34])[C:13](=[O:30])[C:14]1[CH:19]=[CH:18][C:17]([N:20]([Si](C)(C)C)[Si](C)(C)C)=[C:16]([Cl:29])[CH:15]=1)=O)(C)(C)C. Product: [NH2:20][C:17]1[CH:18]=[CH:19][C:14]([C:13]([C:9]2([CH2:31][CH2:32][CH2:33][CH3:34])[CH2:10][CH2:11][CH2:12][NH:8]2)=[O:30])=[CH:15][C:16]=1[Cl:29]. The catalyst class is: 33. (5) Reactant: CON(C)[C:4](=[O:23])[C:5]1[CH:10]=[C:9]([S:11]([F:16])([F:15])([F:14])([F:13])[F:12])[CH:8]=[C:7]([N:17]2[CH2:22][CH2:21][O:20][CH2:19][CH2:18]2)[CH:6]=1.[CH3:25][Mg]Br.Cl. Product: [N:17]1([C:7]2[CH:6]=[C:5]([C:4](=[O:23])[CH3:25])[CH:10]=[C:9]([S:11]([F:12])([F:16])([F:15])([F:13])[F:14])[CH:8]=2)[CH2:22][CH2:21][O:20][CH2:19][CH2:18]1. The catalyst class is: 20. (6) Reactant: [F:1][CH:2]([F:24])[O:3][C:4]1[CH:9]=[CH:8][C:7]([C:10]2[C:11]([NH2:22])=[CH:12][C:13]([N:16]3[CH2:21][CH2:20][O:19][CH2:18][CH2:17]3)=[N:14][CH:15]=2)=[CH:6][C:5]=1[F:23].Cl[C:26]1[C:35]2[C:30](=[CH:31][C:32]([F:37])=[CH:33][C:34]=2[F:36])[N:29]=[C:28]([C:38]2[CH:43]=[CH:42][CH:41]=[CH:40][N:39]=2)[C:27]=1[CH3:44].C1(P(C2CCCCC2)C2C=CC=CC=2C2C(C(C)C)=CC(C(C)C)=CC=2C(C)C)CCCCC1.CC(C)([O-])C.[Na+]. Product: [F:24][CH:2]([F:1])[O:3][C:4]1[CH:9]=[CH:8][C:7]([C:10]2[C:11]([NH:22][C:26]3[C:35]4[C:30](=[CH:31][C:32]([F:37])=[CH:33][C:34]=4[F:36])[N:29]=[C:28]([C:38]4[CH:43]=[CH:42][CH:41]=[CH:40][N:39]=4)[C:27]=3[CH3:44])=[CH:12][C:13]([N:16]3[CH2:17][CH2:18][O:19][CH2:20][CH2:21]3)=[N:14][CH:15]=2)=[CH:6][C:5]=1[F:23]. The catalyst class is: 491.